Task: Predict which catalyst facilitates the given reaction.. Dataset: Catalyst prediction with 721,799 reactions and 888 catalyst types from USPTO (1) The catalyst class is: 1. Product: [N+:28]([C:26]1[CH:25]=[CH:24][C:22]2[O:35][CH2:34][C:18]3([C:19]4[N:20]([N:31]=[N:32][N:33]=4)[C:21]=2[CH:27]=1)[CH2:17][O:23]3)([O-:30])=[O:29]. Reactant: [Li]CCCC.CC1C=CC(S(O[CH2:17][C:18]2([CH2:34][OH:35])[O:23][C:22]3[CH:24]=[CH:25][C:26]([N+:28]([O-:30])=[O:29])=[CH:27][C:21]=3[N:20]3[N:31]=[N:32][N:33]=[C:19]23)(=O)=O)=CC=1. (2) Reactant: [NH2:1][C:2]1[S:6][C:5]([S:7][C:8]([CH3:11])([CH3:10])[CH3:9])=[N:4][C:3]=1[C:12]1[CH:17]=[CH:16][CH:15]=[CH:14][CH:13]=1.[OH:18]O. Product: [NH2:1][C:2]1[S:6][C:5]([S:7]([C:8]([CH3:11])([CH3:9])[CH3:10])=[O:18])=[N:4][C:3]=1[C:12]1[CH:17]=[CH:16][CH:15]=[CH:14][CH:13]=1. The catalyst class is: 15. (3) Reactant: S(Cl)([Cl:3])=O.[S:5]1[C:9]2[CH:10]=[C:11]([S:14]([OH:17])(=O)=[O:15])[CH:12]=[CH:13][C:8]=2[N:7]=[CH:6]1.CN(C)C=O. Product: [Cl:3][S:14]([C:11]1[CH:12]=[CH:13][C:8]2[N:7]=[CH:6][S:5][C:9]=2[CH:10]=1)(=[O:17])=[O:15]. The catalyst class is: 68.